Dataset: Forward reaction prediction with 1.9M reactions from USPTO patents (1976-2016). Task: Predict the product of the given reaction. (1) Given the reactants [C:1]([O:5][C:6](=[O:29])[CH2:7][O:8][N:9]([C:18](=[O:28])[CH:19]=[C:20]1[C:24](=[O:25])[O:23][C:22](C)(C)[O:21]1)[CH2:10][C:11]1[CH:16]=[CH:15][C:14]([F:17])=[CH:13][CH:12]=1)([CH3:4])([CH3:3])[CH3:2], predict the reaction product. The product is: [CH3:22][O:23][C:24](=[O:25])[C:20]([OH:21])=[CH:19][C:18](=[O:28])[N:9]([O:8][CH2:7][C:6]([O:5][C:1]([CH3:3])([CH3:4])[CH3:2])=[O:29])[CH2:10][C:11]1[CH:12]=[CH:13][C:14]([F:17])=[CH:15][CH:16]=1. (2) Given the reactants Cl[C:2]1[CH:7]=[C:6]([O:8][C:9]2[CH:10]=[N:11][C:12]([N+:15]([O-:17])=[O:16])=[CH:13][CH:14]=2)[CH:5]=[CH:4][N:3]=1.[C:18](=[O:25])([O:20][C:21]([CH3:24])([CH3:23])[CH3:22])[NH2:19].C([O-])([O-])=O.[Cs+].[Cs+], predict the reaction product. The product is: [N+:15]([C:12]1[N:11]=[CH:10][C:9]([O:8][C:6]2[CH:5]=[CH:4][N:3]=[C:2]([NH:19][C:18](=[O:25])[O:20][C:21]([CH3:24])([CH3:23])[CH3:22])[CH:7]=2)=[CH:14][CH:13]=1)([O-:17])=[O:16]. (3) Given the reactants [CH:1]1([C:4]2[CH:12]=[CH:11][CH:10]=[C:9]3[C:5]=2[CH2:6][CH2:7][C@@H:8]3[OH:13])[CH2:3][CH2:2]1.[CH3:14][O:15][C:16](=[O:28])[CH2:17][C@H:18]1[C:22]2[CH:23]=[CH:24][C:25](O)=[CH:26][C:21]=2[O:20][CH2:19]1, predict the reaction product. The product is: [CH3:14][O:15][C:16](=[O:28])[CH2:17][C@H:18]1[C:22]2[CH:23]=[CH:24][C:25]([O:13][C@H:8]3[C:9]4[C:5](=[C:4]([CH:1]5[CH2:2][CH2:3]5)[CH:12]=[CH:11][CH:10]=4)[CH2:6][CH2:7]3)=[CH:26][C:21]=2[O:20][CH2:19]1. (4) Given the reactants [CH:1]1([CH2:7][CH2:8][CH2:9][C@@H:10]([C:19]2[O:23][N:22]=[C:21]([C:24]([N:26]3[CH2:35][CH2:34][C:33]4[N:32]=[CH:31][CH:30]=[CH:29][C:28]=4[CH2:27]3)=[O:25])[N:20]=2)[CH2:11][C:12]([O:14]C(C)(C)C)=[O:13])[CH2:6][CH2:5][CH2:4][CH2:3][CH2:2]1.[F:36][C:37]([F:42])([F:41])[C:38]([OH:40])=[O:39], predict the reaction product. The product is: [F:36][C:37]([F:42])([F:41])[C:38]([OH:40])=[O:39].[CH:1]1([CH2:7][CH2:8][CH2:9][C@@H:10]([C:19]2[O:23][N:22]=[C:21]([C:24]([N:26]3[CH2:35][CH2:34][C:33]4[N:32]=[CH:31][CH:30]=[CH:29][C:28]=4[CH2:27]3)=[O:25])[N:20]=2)[CH2:11][C:12]([OH:14])=[O:13])[CH2:2][CH2:3][CH2:4][CH2:5][CH2:6]1. (5) The product is: [C:1]([O:5][C:6]1[CH:7]=[C:8]([CH:12]=[CH:13][CH:14]=1)[C:9]([NH:26][C:27]1[CH:48]=[CH:47][CH:46]=[C:29]([O:30][C:31]2[CH:32]=[CH:33][C:34]3[N:35]([CH:37]=[C:38]([NH:40][C:41]([CH:43]4[CH2:44][CH2:45]4)=[O:42])[N:39]=3)[N:36]=2)[CH:28]=1)=[O:11])([CH3:2])([CH3:3])[CH3:4]. Given the reactants [C:1]([O:5][C:6]1[CH:7]=[C:8]([CH:12]=[CH:13][CH:14]=1)[C:9]([OH:11])=O)([CH3:4])([CH3:3])[CH3:2].C(Cl)(=O)C(Cl)=O.O1CCCC1.[NH2:26][C:27]1[CH:28]=[C:29]([CH:46]=[CH:47][CH:48]=1)[O:30][C:31]1[CH:32]=[CH:33][C:34]2[N:35]([CH:37]=[C:38]([NH:40][C:41]([CH:43]3[CH2:45][CH2:44]3)=[O:42])[N:39]=2)[N:36]=1, predict the reaction product. (6) Given the reactants [NH:1]1[C:5]2[CH:6]=[CH:7][CH:8]=[C:9]([C@@H:10]3[CH2:15][CH2:14][N:13]([C:16]([O:18][C:19]([CH3:22])([CH3:21])[CH3:20])=[O:17])[CH2:12][C@H:11]3[C:23]3[CH:28]=[CH:27][C:26](Br)=[CH:25][C:24]=3[Cl:30])[C:4]=2[N:3]=[CH:2]1.[CH3:31][O:32][CH2:33][CH2:34][CH2:35][C:36]1[CH:41]=[CH:40][CH:39]=[CH:38][C:37]=1B(O)O.C1C=CC(P(C2C=CC=CC=2)C2C=CC=CC=2)=CC=1.C([O-])([O-])=O.[Na+].[Na+], predict the reaction product. The product is: [NH:1]1[C:5]2[CH:6]=[CH:7][CH:8]=[C:9]([C@@H:10]3[CH2:15][CH2:14][N:13]([C:16]([O:18][C:19]([CH3:22])([CH3:21])[CH3:20])=[O:17])[CH2:12][C@H:11]3[C:23]3[CH:28]=[CH:27][C:26]([C:41]4[CH:40]=[CH:39][CH:38]=[CH:37][C:36]=4[CH2:35][CH2:34][CH2:33][O:32][CH3:31])=[CH:25][C:24]=3[Cl:30])[C:4]=2[N:3]=[CH:2]1.